This data is from Forward reaction prediction with 1.9M reactions from USPTO patents (1976-2016). The task is: Predict the product of the given reaction. (1) Given the reactants [CH3:1][O:2][C:3](=[O:16])[CH2:4][N:5](CC=C)[C:6]([O:8][C:9]([CH3:12])([CH3:11])[CH3:10])=[O:7].I[C:18]1[CH:23]=[CH:22][C:21]([N:24]([CH3:31])[C:25]2[N:30]=[CH:29][CH:28]=[CH:27][N:26]=2)=[CH:20][CH:19]=1.[C:32](=O)([O-])[O-].[K+].[K+].C(O[CH2:42][CH3:43])(=O)C, predict the reaction product. The product is: [CH3:1][O:2][C:3](=[O:16])[CH:4]([NH:5][C:6]([O:8][C:9]([CH3:10])([CH3:11])[CH3:12])=[O:7])[CH2:32][CH:42]=[CH:43][C:18]1[CH:23]=[CH:22][C:21]([N:24]([CH3:31])[C:25]2[N:30]=[CH:29][CH:28]=[CH:27][N:26]=2)=[CH:20][CH:19]=1. (2) Given the reactants C(OC([NH:8][CH2:9][CH2:10][CH2:11][N:12]1[C:16]2[CH:17]=[CH:18][C:19]([C:21]([OH:23])=O)=[CH:20][C:15]=2[N:14]=[CH:13]1)=O)(C)(C)C.[NH2:24][C:25]1[S:26][C:27]([C:30]2[O:31][CH:32]=[CH:33][CH:34]=2)=[N:28][N:29]=1, predict the reaction product. The product is: [O:31]1[CH:32]=[CH:33][CH:34]=[C:30]1[C:27]1[S:26][C:25]([NH:24][C:21]([C:19]2[CH:18]=[CH:17][C:16]3[N:12]([CH2:11][CH2:10][CH2:9][NH2:8])[CH:13]=[N:14][C:15]=3[CH:20]=2)=[O:23])=[N:29][N:28]=1. (3) Given the reactants [CH:1]1([O:6][CH2:7][C:8]2[C:12]([CH2:13][O:14][C:15]3[CH:20]=[CH:19][C:18]([C:21]4[CH:22]=[C:23]5[C:28](=[CH:29][CH:30]=4)[N:27]=[C:26]([C:31]([O:33]C)=[O:32])[CH:25]=[CH:24]5)=[CH:17][CH:16]=3)=[C:11]([CH:35]([CH3:37])[CH3:36])[O:10][N:9]=2)[CH2:5][CH2:4][CH2:3][CH2:2]1.CO.[OH-].[Na+], predict the reaction product. The product is: [CH:1]1([O:6][CH2:7][C:8]2[C:12]([CH2:13][O:14][C:15]3[CH:16]=[CH:17][C:18]([C:21]4[CH:22]=[C:23]5[C:28](=[CH:29][CH:30]=4)[N:27]=[C:26]([C:31]([OH:33])=[O:32])[CH:25]=[CH:24]5)=[CH:19][CH:20]=3)=[C:11]([CH:35]([CH3:37])[CH3:36])[O:10][N:9]=2)[CH2:5][CH2:4][CH2:3][CH2:2]1. (4) Given the reactants [OH:1][CH:2]([CH:13]([OH:23])[CH2:14][CH:15]([OH:22])[CH2:16][CH2:17][CH2:18][CH2:19][CH2:20][CH3:21])[CH2:3][CH2:4][CH2:5][CH2:6][CH2:7][CH2:8][CH2:9][C:10]([OH:12])=[O:11].C(O[C:29](=O)[CH2:30][CH3:31])(=O)CC.[CH3:33][C:34]1[CH:39]=CN=C(N)C=1C.[C:42](O)(=O)[CH2:43][CH3:44].[C:47]1(C)C(C)=CC=CC=1, predict the reaction product. The product is: [CH3:47][O:11][C:10](=[O:12])[CH2:9][CH2:8][CH2:7][CH2:6][CH2:5][CH2:4][CH2:3][CH:2]([O:1][CH2:31][CH2:30][CH3:29])[CH:13]([O:23][CH2:42][CH2:43][CH3:44])[CH2:14][CH:15]([O:22][CH2:33][CH2:34][CH3:39])[CH2:16][CH2:17][CH2:18][CH2:19][CH2:20][CH3:21]. (5) Given the reactants F[C:2]1[CH:25]=[CH:24][C:5]([CH2:6][C:7]2[C:15](=[O:16])[N:14]3[C:10]([NH:11][C:12]4[CH:20]=[CH:19][CH:18]=[CH:17][C:13]=43)=[C:9]([C:21]#[N:22])[C:8]=2[CH3:23])=[CH:4][CH:3]=1.[CH2:26]([O:33]C1C=CC(CC(C(C)=O)C(OC)=O)=CC=1)[C:27]1[CH:32]=[CH:31][CH:30]=[CH:29][CH:28]=1, predict the reaction product. The product is: [CH2:26]([O:33][C:2]1[CH:25]=[CH:24][C:5]([CH2:6][C:7]2[C:15](=[O:16])[N:14]3[C:10]([NH:11][C:12]4[CH:20]=[CH:19][CH:18]=[CH:17][C:13]=43)=[C:9]([C:21]#[N:22])[C:8]=2[CH3:23])=[CH:4][CH:3]=1)[C:27]1[CH:32]=[CH:31][CH:30]=[CH:29][CH:28]=1. (6) Given the reactants C(=O)([O-])[O-].[K+].[K+].C([O:9][C:10](=[O:31])[CH2:11][CH2:12][C@H:13]1[CH2:17][O:16][C@@H:15]2[C@@H:18]([NH:21][C:22]([NH:24][CH:25]3[CH2:30][CH2:29][CH2:28][CH2:27][CH2:26]3)=[O:23])[CH2:19][O:20][C@H:14]12)C, predict the reaction product. The product is: [CH:25]1([NH:24][C:22](=[O:23])[NH:21][C@@H:18]2[C@H:15]3[O:16][CH2:17][C@H:13]([CH2:12][CH2:11][C:10]([OH:31])=[O:9])[C@H:14]3[O:20][CH2:19]2)[CH2:30][CH2:29][CH2:28][CH2:27][CH2:26]1.